Task: Predict the reactants needed to synthesize the given product.. Dataset: Full USPTO retrosynthesis dataset with 1.9M reactions from patents (1976-2016) (1) The reactants are: [Cl:1][C:2]1[CH:3]=[C:4]([CH:7]=[C:8]([Cl:10])[N:9]=1)[CH:5]=[O:6].[CH:11]([O-])([O-])[O:12]C.[C:16]1(C)C=CC(S(O)(=O)=O)=CC=1. Given the product [Cl:1][C:2]1[CH:3]=[C:4]([CH:5]([O:12][CH3:11])[O:6][CH3:16])[CH:7]=[C:8]([Cl:10])[N:9]=1, predict the reactants needed to synthesize it. (2) Given the product [C:1]([O:5][C:6]([C@@H:8]([CH2:30][N:31]([CH:37]1[CH2:39][CH2:38]1)[CH2:32][CH2:33][CH2:34][CH:35]=[CH2:36])[C:9]([N:11]1[C@H:15]([C:16]([NH:18][C@:19]2([C:24]([O:26][CH2:27][CH3:28])=[O:25])[CH2:21][C@H:20]2[CH:22]=[CH2:23])=[O:17])[CH2:14][C@@H:13]([O:29][Si:45]([C:48]([CH3:51])([CH3:50])[CH3:49])([CH3:47])[CH3:46])[CH2:12]1)=[O:10])=[O:7])([CH3:2])([CH3:3])[CH3:4], predict the reactants needed to synthesize it. The reactants are: [C:1]([O:5][C:6]([C@@H:8]([CH2:30][N:31]([CH:37]1[CH2:39][CH2:38]1)[CH2:32][CH2:33][CH2:34][CH:35]=[CH2:36])[C:9]([N:11]1[C@H:15]([C:16]([NH:18][C@:19]2([C:24]([O:26][CH2:27][CH3:28])=[O:25])[CH2:21][C@H:20]2[CH:22]=[CH2:23])=[O:17])[CH2:14][C@@H:13]([OH:29])[CH2:12]1)=[O:10])=[O:7])([CH3:4])([CH3:3])[CH3:2].N1C=CN=C1.[Si:45](Cl)([C:48]([CH3:51])([CH3:50])[CH3:49])([CH3:47])[CH3:46].